From a dataset of Rat liver microsome stability data. Regression/Classification. Given a drug SMILES string, predict its absorption, distribution, metabolism, or excretion properties. Task type varies by dataset: regression for continuous measurements (e.g., permeability, clearance, half-life) or binary classification for categorical outcomes (e.g., BBB penetration, CYP inhibition). Dataset: rlm. (1) The drug is Cc1cc(-c2nc(Nc3ccc(F)c(F)c3)c3ccccc3n2)ccn1. The result is 1 (stable in rat liver microsomes). (2) The molecule is CC1(C#N)CCN(c2c(C(=O)N3CCN(S(C)(=O)=O)C(C)(C)C3)cnc3ccc(F)cc23)CC1. The result is 1 (stable in rat liver microsomes). (3) The molecule is Nc1ccccc1NC(=O)c1ccc(CNc2nccc(-c3cccnc3)n2)cc1. The result is 0 (unstable in rat liver microsomes). (4) The molecule is CCC1(CC)C(=O)Nc2ccc(-c3ccc(C#N)n3C)cc21. The result is 1 (stable in rat liver microsomes). (5) The molecule is CCCCOC(=O)c1ccnc2cc(C(OCCN3CCCCC3)c3ccccc3Cl)sc12. The result is 1 (stable in rat liver microsomes). (6) The drug is NC1CN(c2nccc(-c3ccccc3)n2)CC1c1ccc(Cl)cc1Cl. The result is 0 (unstable in rat liver microsomes). (7) The molecule is Fc1ccc2c(C3CCN(CCCc4c[nH]c5ccc(F)cc45)CC3)noc2c1. The result is 1 (stable in rat liver microsomes). (8) The result is 0 (unstable in rat liver microsomes). The compound is [2H]C(c1[nH]cnc1C(C)(C)C)=c1[nH]c(=O)c(=Cc2ccccc2)[nH]c1=O.